From a dataset of Forward reaction prediction with 1.9M reactions from USPTO patents (1976-2016). Predict the product of the given reaction. (1) Given the reactants Br[C:2]1[CH:7]=[CH:6][C:5]([CH:8]([C:21]2[CH:26]=[CH:25][C:24]([F:27])=[CH:23][C:22]=2[F:28])[CH2:9]/[C:10](/[C:13]2[CH:14]=[CH:15][C:16](=[O:20])[N:17]([CH3:19])[CH:18]=2)=[N:11]\[OH:12])=[CH:4][CH:3]=1.[C:29]([C:32]1[CH:37]=[CH:36][C:35](B(O)O)=[CH:34][CH:33]=1)([OH:31])=[O:30], predict the reaction product. The product is: [F:28][C:22]1[CH:23]=[C:24]([F:27])[CH:25]=[CH:26][C:21]=1[CH:8]([C:5]1[CH:6]=[CH:7][C:2]([C:35]2[CH:36]=[CH:37][C:32]([C:29]([OH:31])=[O:30])=[CH:33][CH:34]=2)=[CH:3][CH:4]=1)[CH2:9]/[C:10](=[N:11]\[OH:12])/[C:13]1[CH:14]=[CH:15][C:16](=[O:20])[N:17]([CH3:19])[CH:18]=1. (2) Given the reactants [CH:1]1([CH2:7][CH2:8][C:9](O)=[S:10])[CH2:6][CH2:5][CH2:4][CH2:3][CH2:2]1.S(Cl)([Cl:14])=O, predict the reaction product. The product is: [CH:1]1([CH2:7][CH2:8][C:9]([Cl:14])=[S:10])[CH2:6][CH2:5][CH2:4][CH2:3][CH2:2]1. (3) Given the reactants [NH2:1][CH2:2][CH:3]1[C:7]2[CH:8]=[C:9]([C:12]3[C:20]4[C:15](=[CH:16][C:17]([F:21])=[CH:18][CH:19]=4)[NH:14][CH:13]=3)[CH:10]=[CH:11][C:6]=2[S:5](=[O:23])(=[O:22])[N:4]1[C:24]([CH3:27])([CH3:26])[CH3:25].C(N(CC)C(C)C)(C)C.[C:37](Cl)(=[O:40])[O:38][CH3:39], predict the reaction product. The product is: [C:24]([N:4]1[CH:3]([CH2:2][NH:1][C:37](=[O:40])[O:38][CH3:39])[C:7]2[CH:8]=[C:9]([C:12]3[C:20]4[C:15](=[CH:16][C:17]([F:21])=[CH:18][CH:19]=4)[NH:14][CH:13]=3)[CH:10]=[CH:11][C:6]=2[S:5]1(=[O:23])=[O:22])([CH3:27])([CH3:26])[CH3:25]. (4) Given the reactants [Br:1][C:2]1[CH:7]=[CH:6][C:5]([Cl:8])=[C:4]([CH2:9][C:10]2[CH:15]=[CH:14][C:13]([O:16]CC)=[CH:12][CH:11]=2)[CH:3]=1.B(Br)(Br)Br, predict the reaction product. The product is: [Br:1][C:2]1[CH:7]=[CH:6][C:5]([Cl:8])=[C:4]([CH:3]=1)[CH2:9][C:10]1[CH:15]=[CH:14][C:13]([OH:16])=[CH:12][CH:11]=1. (5) Given the reactants [N+:1]([C:4]1[CH:9]=[CH:8][C:7]([C:10](=[O:24])[CH2:11][CH2:12][C:13]([C:15]2[CH:20]=[CH:19][C:18]([N+:21]([O-:23])=[O:22])=[CH:17][CH:16]=2)=[O:14])=[CH:6][CH:5]=1)([O-:3])=[O:2].[BH4-].[Na+].O, predict the reaction product. The product is: [N+:1]([C:4]1[CH:9]=[CH:8][C:7]([CH:10]([OH:24])[CH2:11][CH2:12][CH:13]([C:15]2[CH:20]=[CH:19][C:18]([N+:21]([O-:23])=[O:22])=[CH:17][CH:16]=2)[OH:14])=[CH:6][CH:5]=1)([O-:3])=[O:2].